This data is from TCR-epitope binding with 47,182 pairs between 192 epitopes and 23,139 TCRs. The task is: Binary Classification. Given a T-cell receptor sequence (or CDR3 region) and an epitope sequence, predict whether binding occurs between them. (1) The epitope is EPLPQGQLTAY. The TCR CDR3 sequence is CASSFTGGTGELFF. Result: 0 (the TCR does not bind to the epitope). (2) The epitope is VSFIEFVGW. Result: 0 (the TCR does not bind to the epitope). The TCR CDR3 sequence is CASSQDLSAGGAGELFF. (3) The epitope is LLWNGPMAV. The TCR CDR3 sequence is CASSLGSTGTYEQYF. Result: 1 (the TCR binds to the epitope). (4) The epitope is KLNVGDYFV. The TCR CDR3 sequence is CASSQAIGGAVTDTQYF. Result: 1 (the TCR binds to the epitope). (5) The epitope is TLVPQEHYV. Result: 0 (the TCR does not bind to the epitope). The TCR CDR3 sequence is CASSYVSHGTQYF. (6) The epitope is SGPLKAEIAQRLED. The TCR CDR3 sequence is CASSLGPPTGQYGYTF. Result: 0 (the TCR does not bind to the epitope).